From a dataset of Peptide-MHC class II binding affinity with 134,281 pairs from IEDB. Regression. Given a peptide amino acid sequence and an MHC pseudo amino acid sequence, predict their binding affinity value. This is MHC class II binding data. (1) The peptide sequence is YKLVCYYTSWSQYREG. The MHC is DRB1_0402 with pseudo-sequence QEFFIASGAAVDAIMEVHFDYYDIDEATYHVVFT. The binding affinity (normalized) is 0.126. (2) The peptide sequence is AFILDGDKLFPKV. The MHC is DRB1_0401 with pseudo-sequence DRB1_0401. The binding affinity (normalized) is 0.351. (3) The peptide sequence is MQVKVSKGAPCRIPV. The MHC is DRB1_0801 with pseudo-sequence DRB1_0801. The binding affinity (normalized) is 0.363. (4) The binding affinity (normalized) is 0.811. The MHC is HLA-DQA10102-DQB10602 with pseudo-sequence HLA-DQA10102-DQB10602. The peptide sequence is VTANRAELKALIASN. (5) The peptide sequence is LRFRVPWISDTPYRV. The MHC is DRB1_0401 with pseudo-sequence DRB1_0401. The binding affinity (normalized) is 0.448. (6) The peptide sequence is AAATAGPTVYGAFAA. The MHC is HLA-DQA10501-DQB10301 with pseudo-sequence HLA-DQA10501-DQB10301. The binding affinity (normalized) is 0.646.